From a dataset of Catalyst prediction with 721,799 reactions and 888 catalyst types from USPTO. Predict which catalyst facilitates the given reaction. (1) Reactant: [Br:1][C:2]1[C:7]2[N:8]=[CH:9][N:10]=[C:11](Cl)[C:6]=2[CH:5]=[N:4][CH:3]=1.[CH3:13][O:14][C:15]1[CH:31]=[CH:30][C:18]([CH2:19][NH:20][CH2:21][C:22]2[CH:27]=[CH:26][C:25]([O:28][CH3:29])=[CH:24][CH:23]=2)=[CH:17][CH:16]=1. Product: [Br:1][C:2]1[C:7]2[N:8]=[CH:9][N:10]=[C:11]([N:20]([CH2:19][C:18]3[CH:17]=[CH:16][C:15]([O:14][CH3:13])=[CH:31][CH:30]=3)[CH2:21][C:22]3[CH:23]=[CH:24][C:25]([O:28][CH3:29])=[CH:26][CH:27]=3)[C:6]=2[CH:5]=[N:4][CH:3]=1. The catalyst class is: 1. (2) Reactant: [Cl:1][C:2]1[C:11]([CH2:12]O)=[CH:10][C:9]2[C:4](=[CH:5][CH:6]=[CH:7][CH:8]=2)[N:3]=1.P(Br)(Br)[Br:15]. Product: [Br:15][CH2:12][C:11]1[C:2]([Cl:1])=[N:3][C:4]2[C:9]([CH:10]=1)=[CH:8][CH:7]=[CH:6][CH:5]=2. The catalyst class is: 22. (3) Reactant: Cl.[CH2:2]([O:4][C:5](=[O:8])[CH2:6][NH2:7])[CH3:3].[Cl:9][C:10]1[N:15]=[C:14](Cl)[C:13]([CH3:17])=[CH:12][N:11]=1.C(N(C(C)C)CC)(C)C. Product: [Cl:9][C:10]1[N:15]=[C:14]([NH:7][CH2:6][C:5]([O:4][CH2:2][CH3:3])=[O:8])[C:13]([CH3:17])=[CH:12][N:11]=1. The catalyst class is: 10. (4) Reactant: Cl[C:2]1[C:7](Cl)=[N:6][CH:5]=[CH:4][N:3]=1.[CH:9]([C:12]1[CH:18]=[CH:17][C:15]([NH2:16])=[CH:14][CH:13]=1)([CH3:11])[CH3:10]. Product: [CH:9]([C:12]1[CH:18]=[CH:17][C:15]([NH:16][C:2]2[C:7]([NH:16][C:15]3[CH:17]=[CH:18][C:12]([CH:9]([CH3:11])[CH3:10])=[CH:13][CH:14]=3)=[N:6][CH:5]=[CH:4][N:3]=2)=[CH:14][CH:13]=1)([CH3:11])[CH3:10]. The catalyst class is: 673. (5) Reactant: [CH3:1][C:2]1[CH:3]=[C:4]2[C:9](=[CH:10][CH:11]=1)[O:8][CH2:7][CH2:6][C:5]2=[O:12].C[Si](C)(C)[N-][Si](C)(C)C.[Li+].C([C:25]([O:27][CH2:28][CH3:29])=[O:26])#N. Product: [CH3:1][C:2]1[CH:3]=[C:4]2[C:9](=[CH:10][CH:11]=1)[O:8][CH2:7][CH:6]([C:25]([O:27][CH2:28][CH3:29])=[O:26])[C:5]2=[O:12]. The catalyst class is: 116. (6) Reactant: [Cl:1][C:2]1[N:7]=[C:6]([NH:8][C:9](=[O:15])[O:10][C:11]([CH3:14])([CH3:13])[CH3:12])[C:5]([CH:16]=O)=[CH:4][CH:3]=1.[OH2:18].C([O-])(=O)C.[Na+].Cl.[NH2:25]O. Product: [Cl:1][C:2]1[N:7]=[C:6]([NH:8][C:9](=[O:15])[O:10][C:11]([CH3:14])([CH3:13])[CH3:12])[C:5]([CH:16]=[N:25][OH:18])=[CH:4][CH:3]=1. The catalyst class is: 8. (7) Reactant: [CH3:1][CH:2]([CH3:23])[CH2:3][CH:4]([C:17]1([CH3:22])OCC[O:18]1)[C:5]([NH:7][C:8]1[CH:13]=[CH:12][C:11]([CH:14]([CH3:16])[CH3:15])=[CH:10][CH:9]=1)=[O:6].CC1C=CC(S(O)(=O)=O)=CC=1. Product: [C:17]([CH:4]([CH2:3][CH:2]([CH3:23])[CH3:1])[C:5]([NH:7][C:8]1[CH:9]=[CH:10][C:11]([CH:14]([CH3:16])[CH3:15])=[CH:12][CH:13]=1)=[O:6])(=[O:18])[CH3:22]. The catalyst class is: 95.